From a dataset of Catalyst prediction with 721,799 reactions and 888 catalyst types from USPTO. Predict which catalyst facilitates the given reaction. (1) Reactant: [Li][CH2:2]CCC.CCCCCC.[Br:12][C:13]1[C:14](=O)[CH2:15][CH2:16][C:17]2([CH2:27][CH2:28][CH2:29][CH3:30])[C:25]=1[C:24]1[C:19](=[CH:20][C:21]([OH:26])=[CH:22][CH:23]=1)[CH2:18]2. Product: [Br:12][C:13]1[C:14](=[CH2:2])[CH2:15][CH2:16][C:17]2([CH2:27][CH2:28][CH2:29][CH3:30])[C:25]=1[C:24]1[C:19](=[CH:20][C:21]([OH:26])=[CH:22][CH:23]=1)[CH2:18]2. The catalyst class is: 597. (2) Reactant: [C:1]1([C:7]2[C:16]3[C:11](=[CH:12][CH:13]=[C:14]([C:17]([OH:19])=[O:18])[CH:15]=3)[CH2:10][CH2:9][C:8]=2[C:20]([OH:22])=[O:21])[CH:6]=[CH:5][CH:4]=[CH:3][CH:2]=1.C(=O)([O-])[O-].[K+].[K+].[CH2:29](Br)[C:30]1[CH:35]=[CH:34][CH:33]=[CH:32][CH:31]=1.CN(C=O)C. Product: [CH2:29]([O:18][C:17]([C:14]1[CH:15]=[C:16]2[C:11]([CH2:10][CH2:9][C:8]([C:20]([OH:22])=[O:21])=[C:7]2[C:1]2[CH:2]=[CH:3][CH:4]=[CH:5][CH:6]=2)=[CH:12][CH:13]=1)=[O:19])[C:30]1[CH:35]=[CH:34][CH:33]=[CH:32][CH:31]=1. The catalyst class is: 13. (3) Reactant: Cl[C:2]1[NH:3][C:4]2[CH:10]=[CH:9][CH:8]=[CH:7][C:5]=2[N:6]=1.[F:11][C:12]1[CH:13]=[C:14]([CH:17]=[CH:18][C:19]=1[F:20])[CH2:15]Br.[F:21][C:22]1[CH:23]=[C:24]([CH:26]=[CH:27][C:28]=1[F:29])[NH2:25]. Product: [F:11][C:12]1[CH:13]=[C:14]([CH:17]=[CH:18][C:19]=1[F:20])[CH2:15][N:6]1[C:5]2[CH:7]=[CH:8][CH:9]=[CH:10][C:4]=2[N:3]=[C:2]1[NH:25][C:24]1[CH:26]=[CH:27][C:28]([F:29])=[C:22]([F:21])[CH:23]=1. The catalyst class is: 275. (4) Reactant: [Cl:1][C:2]1[CH:38]=[CH:37][C:5]([C:6]([NH:8][C:9]2[CH:14]=[CH:13][C:12]([S:15]([N:18]3[CH2:23][C:22](=[O:24])[N:21]([CH2:25][CH2:26][CH2:27][CH2:28][CH2:29][CH2:30][CH2:31][CH3:32])[CH2:20][CH:19]3[C:33]([O:35]C)=[O:34])(=[O:17])=[O:16])=[CH:11][CH:10]=2)=[O:7])=[CH:4][CH:3]=1.[OH-].[Na+].O.Cl. Product: [Cl:1][C:2]1[CH:3]=[CH:4][C:5]([C:6]([NH:8][C:9]2[CH:10]=[CH:11][C:12]([S:15]([N:18]3[CH2:23][C:22](=[O:24])[N:21]([CH2:25][CH2:26][CH2:27][CH2:28][CH2:29][CH2:30][CH2:31][CH3:32])[CH2:20][CH:19]3[C:33]([OH:35])=[O:34])(=[O:17])=[O:16])=[CH:13][CH:14]=2)=[O:7])=[CH:37][CH:38]=1. The catalyst class is: 1.